Dataset: Forward reaction prediction with 1.9M reactions from USPTO patents (1976-2016). Task: Predict the product of the given reaction. (1) Given the reactants C(O[C@@H](C1C(C)=CC2=NC3=CN2C=1N1CCC(C)(OCCCC[C@H](C)OC2C=CC(F)=CC=2C2C=C3C=CC=2)CC1)C(OC)=O)(C)(C)C.[C:49]([O:53][C@@H:54]([C:59]1[C:88]([CH3:89])=[C:87]([Br:90])[C:86]2=[N:91][C:83]3=[C:84]([Br:92])[N:85]2[C:60]=1[N:61]1[CH2:98][CH2:97][C:64]([CH3:99])([O:65][CH2:66][CH2:67][CH2:68][CH2:69][C@H:70]([CH3:96])[O:71][C:72]2[CH:73]=[C:74](C)[C:75]([F:94])=[CH:76][C:77]=2[C:78]2[CH:93]=[C:82]3[CH:81]=[CH:80][CH:79]=2)[CH2:63][CH2:62]1)[C:55]([O:57][CH3:58])=[O:56])([CH3:52])([CH3:51])[CH3:50], predict the reaction product. The product is: [C:49]([O:53][C@@H:54]([C:59]1[C:88]([CH3:89])=[C:87]([Br:90])[C:86]2=[N:91][C:83]3=[C:84]([Br:92])[N:85]2[C:60]=1[N:61]1[CH2:62][CH2:63][C:64]([CH3:99])([O:65][CH2:66][CH2:67][CH2:68][CH2:69][C@H:70]([CH3:96])[O:71][C:72]2[CH:73]=[CH:74][C:75]([F:94])=[CH:76][C:77]=2[C:78]2[CH:93]=[C:82]3[CH:81]=[CH:80][CH:79]=2)[CH2:97][CH2:98]1)[C:55]([O:57][CH3:58])=[O:56])([CH3:52])([CH3:50])[CH3:51]. (2) Given the reactants [CH2:1]([O:3][C:4](=[O:22])[CH:5]([C:10]1[CH:15]=[CH:14][C:13](I)=[C:12]([O:17][CH2:18][CH:19]2[CH2:21][CH2:20]2)[CH:11]=1)[CH2:6][CH:7]([CH3:9])[CH3:8])[CH3:2].[CH3:23][S:24][C:25]1[CH:30]=[CH:29][C:28](B(O)O)=[CH:27][CH:26]=1.[F-].[Cs+].O.CCOC(C)=O, predict the reaction product. The product is: [CH2:1]([O:3][C:4](=[O:22])[CH:5]([C:10]1[CH:15]=[CH:14][C:13]([C:28]2[CH:29]=[CH:30][C:25]([S:24][CH3:23])=[CH:26][CH:27]=2)=[C:12]([O:17][CH2:18][CH:19]2[CH2:21][CH2:20]2)[CH:11]=1)[CH2:6][CH:7]([CH3:9])[CH3:8])[CH3:2]. (3) Given the reactants Br[C:2]1[CH:3]=[CH:4][C:5]2[C:11]3[S:12][C:13]([C:15]([N:17]([C:19]4[CH:24]=[CH:23][CH:22]=[CH:21][C:20]=4[Cl:25])[CH3:18])=[O:16])=[CH:14][C:10]=3[CH2:9][CH2:8][O:7][C:6]=2[CH:26]=1.[NH:27]1[CH:31]=[C:30](B2OC(C)(C)C(C)(C)O2)[CH:29]=[N:28]1, predict the reaction product. The product is: [Cl:25][C:20]1[CH:21]=[CH:22][CH:23]=[CH:24][C:19]=1[N:17]([CH3:18])[C:15]([C:13]1[S:12][C:11]2[C:5]3[CH:4]=[CH:3][C:2]([C:30]4[CH:31]=[N:27][NH:28][CH:29]=4)=[CH:26][C:6]=3[O:7][CH2:8][CH2:9][C:10]=2[CH:14]=1)=[O:16]. (4) Given the reactants [CH3:1][O:2][C:3]([CH:5]1[CH2:9][CH:8]([NH:10][C:11]([C:13]2[CH:14]=[N:15][CH:16]=[CH:17][C:18]=2[NH:19][C:20]2[C:25]([O:26][CH3:27])=[CH:24][N:23]=[C:22]([C:28]3[CH:33]=[C:32]([Cl:34])[CH:31]=[CH:30][C:29]=3[F:35])[N:21]=2)=[O:12])[CH2:7][N:6]1C(OC(C)(C)C)=O)=[O:4], predict the reaction product. The product is: [CH3:1][O:2][C:3]([CH:5]1[CH2:9][CH:8]([NH:10][C:11]([C:13]2[CH:14]=[N:15][CH:16]=[CH:17][C:18]=2[NH:19][C:20]2[C:25]([O:26][CH3:27])=[CH:24][N:23]=[C:22]([C:28]3[CH:33]=[C:32]([Cl:34])[CH:31]=[CH:30][C:29]=3[F:35])[N:21]=2)=[O:12])[CH2:7][NH:6]1)=[O:4]. (5) Given the reactants [C:1]([O:5][C:6]([N:8]1[CH2:14][CH2:13][CH2:12][N:11]([C:15]2[NH:19][C:18]3[CH:20]=[CH:21][CH:22]=[CH:23][C:17]=3[N:16]=2)[CH2:10][CH2:9]1)=[O:7])([CH3:4])([CH3:3])[CH3:2].[H-].[Na+].[CH2:26](Br)[CH:27]=[CH2:28], predict the reaction product. The product is: [C:1]([O:5][C:6]([N:8]1[CH2:14][CH2:13][CH2:12][N:11]([C:15]2[N:16]([CH2:28][CH:27]=[CH2:26])[C:17]3[CH:23]=[CH:22][CH:21]=[CH:20][C:18]=3[N:19]=2)[CH2:10][CH2:9]1)=[O:7])([CH3:4])([CH3:2])[CH3:3]. (6) Given the reactants [CH3:1][C:2]([O:4][C@H:5]1[C:14]2[C@@:15]3([CH3:30])[C@@H:26]([CH2:27][O:28][CH3:29])[O:25][C:23](=[O:24])[C:17]4=C[O:19][C:20]([C:21](=[O:22])[C:13]=2[C@@H:8]2[CH2:9][CH2:10][C@H:11]([OH:12])[C@@:7]2([CH3:31])[CH2:6]1)=[C:16]34)=[O:3].[CH3:32][NH:33][CH2:34][CH2:35][CH2:36][N:37]1[CH2:42][CH2:41][O:40][CH2:39][CH2:38]1.[CH2:43](Cl)Cl, predict the reaction product. The product is: [OH:19][C:20]1[C:21](=[O:22])[C:13]2[CH:8]3[C:7]([CH3:31])([CH:11]([OH:12])[CH2:10][CH2:9]3)[CH2:6][CH:5]([O:4][C:2](=[O:3])[CH3:1])[C:14]=2[C:15]2([CH3:30])[C:16]=1[C:17](=[CH:32][N:33]([CH3:43])[CH2:34][CH2:35][CH2:36][N:37]1[CH2:38][CH2:39][O:40][CH2:41][CH2:42]1)[C:23](=[O:24])[O:25][CH:26]2[CH2:27][O:28][CH3:29]. (7) Given the reactants [N:1]1([CH2:6][C:7]2[CH:12]=[CH:11][C:10]([S:13]([N:16]3[CH2:21][CH2:20][N:19]([CH2:22][CH:23]4[CH2:28][CH2:27][N:26]([C:29]5[CH:34]=[CH:33][N:32]=[CH:31][CH:30]=5)[CH2:25][CH2:24]4)[C:18](=[O:35])[CH2:17]3)(=[O:15])=[O:14])=[CH:9][CH:8]=2)[CH:5]=[CH:4][N:3]=[CH:2]1.[ClH:36], predict the reaction product. The product is: [ClH:36].[N:1]1([CH2:6][C:7]2[CH:8]=[CH:9][C:10]([S:13]([N:16]3[CH2:21][CH2:20][N:19]([CH2:22][CH:23]4[CH2:28][CH2:27][N:26]([C:29]5[CH:30]=[CH:31][N:32]=[CH:33][CH:34]=5)[CH2:25][CH2:24]4)[C:18](=[O:35])[CH2:17]3)(=[O:14])=[O:15])=[CH:11][CH:12]=2)[CH:5]=[CH:4][N:3]=[CH:2]1.